Predict the product of the given reaction. From a dataset of Forward reaction prediction with 1.9M reactions from USPTO patents (1976-2016). Given the reactants [C:1]([C:3]1[CH:9]=[C:8]([N+:10]([O-:12])=[O:11])[C:6]([NH2:7])=[CH:5][C:4]=1F)#[N:2].[C:14]([O:18][C:19]([N:21]1[CH2:26][CH2:25][NH:24][CH:23]([CH3:27])[CH2:22]1)=[O:20])([CH3:17])([CH3:16])[CH3:15].[OH-].[Na+], predict the reaction product. The product is: [C:14]([O:18][C:19]([N:21]1[CH2:26][CH2:25][N:24]([C:4]2[C:3]([C:1]#[N:2])=[CH:9][C:8]([N+:10]([O-:12])=[O:11])=[C:6]([CH:5]=2)[NH2:7])[CH:23]([CH3:27])[CH2:22]1)=[O:20])([CH3:17])([CH3:15])[CH3:16].